The task is: Predict the product of the given reaction.. This data is from Forward reaction prediction with 1.9M reactions from USPTO patents (1976-2016). Given the reactants Cl[C:2]1[CH:3]=[C:4]([N:11]2[CH2:16][CH2:15][O:14][CH2:13][CH2:12]2)[CH:5]=[C:6]([N+:8]([O-:10])=[O:9])[CH:7]=1.P([O-])([O-])([O-])=O.[K+].[K+].[K+].[NH:25]1[CH2:29][CH2:28][CH2:27][C:26]1=[O:30], predict the reaction product. The product is: [O:14]1[CH2:15][CH2:16][N:11]([C:4]2[CH:3]=[C:2]([N:25]3[CH2:29][CH2:28][CH2:27][C:26]3=[O:30])[CH:7]=[C:6]([N+:8]([O-:10])=[O:9])[CH:5]=2)[CH2:12][CH2:13]1.